Dataset: NCI-60 drug combinations with 297,098 pairs across 59 cell lines. Task: Regression. Given two drug SMILES strings and cell line genomic features, predict the synergy score measuring deviation from expected non-interaction effect. (1) Drug 1: C1CN1P(=S)(N2CC2)N3CC3. Drug 2: CCN(CC)CCNC(=O)C1=C(NC(=C1C)C=C2C3=C(C=CC(=C3)F)NC2=O)C. Cell line: TK-10. Synergy scores: CSS=1.64, Synergy_ZIP=-1.16, Synergy_Bliss=-0.548, Synergy_Loewe=-2.57, Synergy_HSA=-2.51. (2) Drug 1: CNC(=O)C1=NC=CC(=C1)OC2=CC=C(C=C2)NC(=O)NC3=CC(=C(C=C3)Cl)C(F)(F)F. Drug 2: N.N.Cl[Pt+2]Cl. Cell line: UACC62. Synergy scores: CSS=55.6, Synergy_ZIP=-2.50, Synergy_Bliss=-3.52, Synergy_Loewe=-16.4, Synergy_HSA=0.686. (3) Drug 1: CC1C(C(=O)NC(C(=O)N2CCCC2C(=O)N(CC(=O)N(C(C(=O)O1)C(C)C)C)C)C(C)C)NC(=O)C3=C4C(=C(C=C3)C)OC5=C(C(=O)C(=C(C5=N4)C(=O)NC6C(OC(=O)C(N(C(=O)CN(C(=O)C7CCCN7C(=O)C(NC6=O)C(C)C)C)C)C(C)C)C)N)C. Drug 2: C1CN1P(=S)(N2CC2)N3CC3. Cell line: U251. Synergy scores: CSS=28.9, Synergy_ZIP=-10.3, Synergy_Bliss=-3.09, Synergy_Loewe=-19.8, Synergy_HSA=0.620. (4) Drug 1: CC(C)(C#N)C1=CC(=CC(=C1)CN2C=NC=N2)C(C)(C)C#N. Drug 2: COC1=C2C(=CC3=C1OC=C3)C=CC(=O)O2. Cell line: SN12C. Synergy scores: CSS=-1.68, Synergy_ZIP=1.84, Synergy_Bliss=0.853, Synergy_Loewe=-0.664, Synergy_HSA=-1.30. (5) Drug 1: C1C(C(OC1N2C=C(C(=O)NC2=O)F)CO)O. Drug 2: CC1=C(C=C(C=C1)NC(=O)C2=CC=C(C=C2)CN3CCN(CC3)C)NC4=NC=CC(=N4)C5=CN=CC=C5. Cell line: HT29. Synergy scores: CSS=35.9, Synergy_ZIP=0.447, Synergy_Bliss=1.36, Synergy_Loewe=-21.7, Synergy_HSA=2.49. (6) Drug 1: C1=CC(=CC=C1CCCC(=O)O)N(CCCl)CCCl. Drug 2: CN(C(=O)NC(C=O)C(C(C(CO)O)O)O)N=O. Cell line: HS 578T. Synergy scores: CSS=-1.22, Synergy_ZIP=-5.13, Synergy_Bliss=-10.1, Synergy_Loewe=-11.5, Synergy_HSA=-8.61.